From a dataset of Catalyst prediction with 721,799 reactions and 888 catalyst types from USPTO. Predict which catalyst facilitates the given reaction. (1) Reactant: Cl[C:2]1[C:11]([CH3:12])=[C:10]([Cl:13])[C:9]2[C:4](=[CH:5][C:6]([F:15])=[CH:7][C:8]=2[F:14])[N:3]=1.[Cl:16][C:17]1[CH:22]=[CH:21][N:20]=[C:19]([Sn](CCCC)(CCCC)CCCC)[CH:18]=1. Product: [Cl:13][C:10]1[C:9]2[C:4](=[CH:5][C:6]([F:15])=[CH:7][C:8]=2[F:14])[N:3]=[C:2]([C:19]2[CH:18]=[C:17]([Cl:16])[CH:22]=[CH:21][N:20]=2)[C:11]=1[CH3:12]. The catalyst class is: 11. (2) Product: [C:17]1([C:20]2[CH:21]=[CH:22][CH:23]=[CH:24][CH:25]=2)[CH:18]=[CH:19][C:14]([C:5]2[CH:4]=[C:3]([OH:2])[N:7]([C:8]3[CH:13]=[CH:12][CH:11]=[CH:10][N:9]=3)[N:6]=2)=[CH:15][CH:16]=1. Reactant: C(=O)(OC(C)(C)C)[O:2][C:3]1[N:7]([C:8]2[CH:13]=[CH:12][CH:11]=[CH:10][N:9]=2)[N:6]=[C:5]([C:14]2[CH:19]=[CH:18][C:17]([C:20]3[CH:25]=[CH:24][CH:23]=[CH:22][CH:21]=3)=[CH:16][CH:15]=2)[CH:4]=1.FC(F)(F)C(O)=O. The catalyst class is: 2. (3) The catalyst class is: 16. Product: [F:21][C:2]([F:1])([F:20])[C:3]1[CH:8]=[CH:7][N:6]=[C:5]([CH2:9][C:10]([O:12][CH2:13][CH3:14])=[O:11])[CH:4]=1. Reactant: [F:1][C:2]([F:21])([F:20])[C:3]1[CH:8]=[CH:7][N:6]=[C:5]([CH:9](C(OCC)=O)[C:10]([O:12][CH2:13][CH3:14])=[O:11])[CH:4]=1.[Cl-].[Li+].O. (4) The catalyst class is: 456. Reactant: [OH:1][CH:2]([CH3:6])[C:3]([NH2:5])=[O:4].[C:7]([Si:11](Cl)([C:18]1[CH:23]=[CH:22][CH:21]=[CH:20][CH:19]=1)[C:12]1[CH:17]=[CH:16][CH:15]=[CH:14][CH:13]=1)([CH3:10])([CH3:9])[CH3:8].N1C=CN=C1. Product: [Si:11]([O:1][CH:2]([CH3:6])[C:3]([NH2:5])=[O:4])([C:7]([CH3:10])([CH3:9])[CH3:8])([C:18]1[CH:19]=[CH:20][CH:21]=[CH:22][CH:23]=1)[C:12]1[CH:17]=[CH:16][CH:15]=[CH:14][CH:13]=1. (5) Reactant: [C:1]([N:9]1[CH2:14][CH2:13][C:12]([CH2:16][N:17]2[C:22](=[O:23])[C:21]3[CH:24]=[N:25][N:26]([C:27]4[CH:28]=[C:29]([CH:34]=[CH:35][CH:36]=4)[C:30]([O:32]C)=[O:31])[C:20]=3[N:19]=[CH:18]2)([OH:15])[CH2:11][CH2:10]1)(=[O:8])[C:2]1[CH:7]=[CH:6][CH:5]=[CH:4][CH:3]=1.FC(F)(F)C(O)=O.OC1(CN2C(=O)C3C=NN(C4C=C(C=CC=4)C(OC)=O)C=3N=C2)CCNCC1.C(O)(=O)C1C=CC=CC=1.[OH-].[Li+].Cl. Product: [C:1]([N:9]1[CH2:10][CH2:11][C:12]([CH2:16][N:17]2[C:22](=[O:23])[C:21]3[CH:24]=[N:25][N:26]([C:27]4[CH:28]=[C:29]([CH:34]=[CH:35][CH:36]=4)[C:30]([OH:32])=[O:31])[C:20]=3[N:19]=[CH:18]2)([OH:15])[CH2:13][CH2:14]1)(=[O:8])[C:2]1[CH:7]=[CH:6][CH:5]=[CH:4][CH:3]=1. The catalyst class is: 30. (6) The catalyst class is: 812. Product: [F:1][C:2]1[CH:7]=[CH:6][CH:5]=[CH:4][C:3]=1[C@H:8]([NH:10][CH2:11][CH:13]1[CH2:15][CH:14]1[C:16]([O:18][CH2:19][CH3:20])=[O:17])[CH3:9]. Reactant: [F:1][C:2]1[CH:7]=[CH:6][CH:5]=[CH:4][C:3]=1[C@H:8]([NH2:10])[CH3:9].[CH:11]([CH:13]1[CH2:15][CH:14]1[C:16]([O:18][CH2:19][CH3:20])=[O:17])=O.[BH-](OC(C)=O)(OC(C)=O)OC(C)=O.[Na+].